This data is from Peptide-MHC class II binding affinity with 134,281 pairs from IEDB. The task is: Regression. Given a peptide amino acid sequence and an MHC pseudo amino acid sequence, predict their binding affinity value. This is MHC class II binding data. (1) The peptide sequence is LKGTSYKICTDKMFF. The MHC is DRB1_0301 with pseudo-sequence DRB1_0301. The binding affinity (normalized) is 0.633. (2) The peptide sequence is TDDNEEPIAAYHFDL. The MHC is DRB1_1501 with pseudo-sequence DRB1_1501. The binding affinity (normalized) is 0.358. (3) The peptide sequence is EKKYFAAKQFEPLAA. The MHC is DRB1_1602 with pseudo-sequence DRB1_1602. The binding affinity (normalized) is 0.612. (4) The peptide sequence is ALISDNLLMKNKIKE. The MHC is DRB1_0101 with pseudo-sequence DRB1_0101. The binding affinity (normalized) is 0.720. (5) The peptide sequence is LSPISNMVSMANNHM. The MHC is HLA-DQA10201-DQB10202 with pseudo-sequence HLA-DQA10201-DQB10202. The binding affinity (normalized) is 0.231. (6) The peptide sequence is QEMENFLGPIAVGGL. The MHC is DRB1_0801 with pseudo-sequence DRB1_0801. The binding affinity (normalized) is 0.206.